Dataset: Forward reaction prediction with 1.9M reactions from USPTO patents (1976-2016). Task: Predict the product of the given reaction. (1) Given the reactants C(OC(=O)[NH:7][CH:8]1[CH2:13][CH2:12][NH:11][CH2:10][CH2:9]1)(C)(C)C.[F:15][C:16]1[CH:17]=[C:18]([CH:21]=[CH:22][C:23]=1[F:24])[CH2:19]Br.C(N(C(C)C)CC)(C)C.FC(F)(F)C(O)=O, predict the reaction product. The product is: [F:15][C:16]1[CH:17]=[C:18]([CH:21]=[CH:22][C:23]=1[F:24])[CH2:19][N:11]1[CH2:10][CH2:9][CH:8]([NH2:7])[CH2:13][CH2:12]1. (2) Given the reactants [CH3:1][N:2]1[CH:6]=[C:5]([NH2:7])[CH:4]=[N:3]1.[Si]([O:15][CH2:16][C@@H:17]([N:26]1[CH:31]=[CH:30][C:29]([C:32]2[CH:37]=[CH:36][N:35]=[C:34](S(C)(=O)=O)[N:33]=2)=[CH:28][C:27]1=[O:42])[C:18]1[CH:23]=[CH:22][C:21]([Cl:24])=[C:20]([F:25])[CH:19]=1)(C(C)(C)C)(C)C, predict the reaction product. The product is: [Cl:24][C:21]1[CH:22]=[CH:23][C:18]([C@H:17]([N:26]2[CH:31]=[CH:30][C:29]([C:32]3[CH:37]=[CH:36][N:35]=[C:34]([NH:7][C:5]4[CH:4]=[N:3][N:2]([CH3:1])[CH:6]=4)[N:33]=3)=[CH:28][C:27]2=[O:42])[CH2:16][OH:15])=[CH:19][C:20]=1[F:25]. (3) Given the reactants [C:1]([N:5]1[C:17]2[C:16]3[N:15]=[C:14]([S:18][CH3:19])[N:13]=[CH:12][C:11]=3[CH:10]=[CH:9][C:8]=2[C:7]([C:20]([O:22]CC)=O)=[N:6]1)([CH3:4])([CH3:3])[CH3:2].[Cl-].[NH4+:26].[Li][N:28]([Si](C)(C)C)[Si](C)(C)C, predict the reaction product. The product is: [C:1]([N:5]1[C:17]2[C:16]3[N:15]=[C:14]([S:18][CH3:19])[N:13]=[CH:12][C:11]=3[CH:10]=[CH:9][C:8]=2[C:7]([C:20]([NH2:28])=[O:22])=[N:6]1)([CH3:2])([CH3:4])[CH3:3].[NH2:26][C:12]1[C:11]2[CH:10]=[CH:9][C:8]3[C:7]([C:20]([NH2:28])=[O:22])=[N:6][N:5]([C:1]([CH3:2])([CH3:3])[CH3:4])[C:17]=3[C:16]=2[N:15]=[C:14]([S:18][CH3:19])[N:13]=1. (4) Given the reactants [CH:1]([C:4]1[CH:9]=[CH:8][C:7]([C:10]2[S:14][C:13]([C:15]3[CH:16]=[C:17]([CH:23]=[CH:24][CH:25]=3)[C:18]([O:20]CC)=[O:19])=[N:12][CH:11]=2)=[CH:6][CH:5]=1)([CH3:3])[CH3:2].[OH-].[Li+], predict the reaction product. The product is: [CH:1]([C:4]1[CH:5]=[CH:6][C:7]([C:10]2[S:14][C:13]([C:15]3[CH:16]=[C:17]([CH:23]=[CH:24][CH:25]=3)[C:18]([OH:20])=[O:19])=[N:12][CH:11]=2)=[CH:8][CH:9]=1)([CH3:3])[CH3:2].